This data is from Forward reaction prediction with 1.9M reactions from USPTO patents (1976-2016). The task is: Predict the product of the given reaction. (1) The product is: [NH2:29][C:28]1[C:23]([CH2:22][NH:21][C@H:20]([CH:39]2[CH2:40][CH2:41][CH2:42][CH2:43][CH2:44]2)[CH2:19][CH2:18][C:17]([NH:16][C@H:7]([CH2:6][O:5][C:1]([CH3:4])([CH3:3])[CH3:2])[C:8]([N:10]2[CH2:15][CH2:14][O:13][CH2:12][CH2:11]2)=[O:9])=[O:45])=[CH:24][C:25]([O:32][C:33]2[CH:38]=[CH:37][CH:36]=[CH:35][CH:34]=2)=[N:26][CH:27]=1. Given the reactants [C:1]([O:5][CH2:6][C@@H:7]([NH:16][C:17](=[O:45])[CH2:18][CH2:19][C@@H:20]([CH:39]1[CH2:44][CH2:43][CH2:42][CH2:41][CH2:40]1)[NH:21][CH2:22][C:23]1[C:28]([N+:29]([O-])=O)=[CH:27][N:26]=[C:25]([O:32][C:33]2[CH:38]=[CH:37][CH:36]=[CH:35][CH:34]=2)[CH:24]=1)[C:8]([N:10]1[CH2:15][CH2:14][O:13][CH2:12][CH2:11]1)=[O:9])([CH3:4])([CH3:3])[CH3:2], predict the reaction product. (2) Given the reactants C([Mg]Cl)(C)C.I[C:7]1[C:8]2[CH:15]=[CH:14][NH:13][C:9]=2[N:10]=[CH:11][N:12]=1.CC1C=CC=C(C)C=1[Mg]Br.CON(C)[C:29](=[O:37])[C:30]1[CH:35]=[CH:34][CH:33]=[CH:32][C:31]=1[CH3:36].[Cl-].[NH4+], predict the reaction product. The product is: [N:10]1[C:9]2[NH:13][CH:14]=[CH:15][C:8]=2[C:7]([C:29]([C:30]2[CH:35]=[CH:34][CH:33]=[CH:32][C:31]=2[CH3:36])=[O:37])=[N:12][CH:11]=1. (3) The product is: [C:1]([O:5][C:6]([NH:8][C@@:9]1([C:22]([OH:24])=[O:23])[CH2:16][C:13]2([CH2:15][CH2:14]2)[C@@H:12]2[C@H:10]1[C@H:11]2[C:17]([OH:19])=[O:18])=[O:7])([CH3:4])([CH3:2])[CH3:3]. Given the reactants [C:1]([O:5][C:6]([NH:8][C@@:9]1([C:22]([O:24]CC)=[O:23])[CH2:16][C:13]2([CH2:15][CH2:14]2)[C@@H:12]2[C@H:10]1[C@H:11]2[C:17]([O:19]CC)=[O:18])=[O:7])([CH3:4])([CH3:3])[CH3:2].O.[OH-].[Li+], predict the reaction product. (4) Given the reactants [C:1]1([C:6]2[NH:7][C:8]3[CH:9]=[CH:10][CH:11]=[C:12]([OH:15])[C:13]=3[CH:14]=2)[CH2:5][CH2:4][CH2:3][CH:2]=1.C(=O)([O-])[O-].[Cs+].[Cs+].Cl.Cl[CH2:24][CH2:25][N:26]1[CH2:31][CH2:30][O:29][CH2:28][CH2:27]1.[Na+].[I-], predict the reaction product. The product is: [C:1]1([C:6]2[NH:7][C:8]3[C:13]([CH:14]=2)=[C:12]([O:15][CH2:24][CH2:25][N:26]2[CH2:31][CH2:30][O:29][CH2:28][CH2:27]2)[CH:11]=[CH:10][CH:9]=3)[CH2:5][CH2:4][CH2:3][CH:2]=1. (5) Given the reactants [C:1]([N:4]1[C:13]2[C:8](=[CH:9][C:10]([C:14]([O:16][CH2:17][CH3:18])=[O:15])=[CH:11][CH:12]=2)[C@@H:7]([O:19][C:20]2[CH:25]=[CH:24][C:23]([NH2:26])=[CH:22][CH:21]=2)[CH2:6][C@@H:5]1[CH3:27])(=[O:3])[CH3:2].C(N(CC)C(C)C)(C)C.Br[CH2:38][CH2:39][O:40][CH2:41][CH2:42]Br.O, predict the reaction product. The product is: [C:1]([N:4]1[C:13]2[C:8](=[CH:9][C:10]([C:14]([O:16][CH2:17][CH3:18])=[O:15])=[CH:11][CH:12]=2)[C@@H:7]([O:19][C:20]2[CH:21]=[CH:22][C:23]([N:26]3[CH2:42][CH2:41][O:40][CH2:39][CH2:38]3)=[CH:24][CH:25]=2)[CH2:6][C@@H:5]1[CH3:27])(=[O:3])[CH3:2]. (6) Given the reactants [CH2:1]([N:8]([C:16](=[O:50])[CH:17]([C:24]1[CH:29]=[CH:28][C:27]([CH2:30][N:31]2[C:39]3[C:34](=[CH:35][CH:36]=[CH:37][CH:38]=3)[C:33]3[C:40]([CH3:49])=[C:41]([CH2:45][CH2:46][C:47]#[N:48])[C:42]([CH3:44])=[N:43][C:32]2=3)=[CH:26][CH:25]=1)[CH:18]1[CH2:23][CH2:22][O:21][CH2:20][CH2:19]1)C(=O)OC(C)(C)C)[C:2]1[CH:7]=[CH:6][CH:5]=[CH:4][CH:3]=1.FC(F)(F)C(O)=O, predict the reaction product. The product is: [CH2:1]([NH:8][C:16](=[O:50])[CH:17]([C:24]1[CH:25]=[CH:26][C:27]([CH2:30][N:31]2[C:39]3[C:34](=[CH:35][CH:36]=[CH:37][CH:38]=3)[C:33]3[C:40]([CH3:49])=[C:41]([CH2:45][CH2:46][C:47]#[N:48])[C:42]([CH3:44])=[N:43][C:32]2=3)=[CH:28][CH:29]=1)[CH:18]1[CH2:23][CH2:22][O:21][CH2:20][CH2:19]1)[C:2]1[CH:7]=[CH:6][CH:5]=[CH:4][CH:3]=1.